Dataset: Full USPTO retrosynthesis dataset with 1.9M reactions from patents (1976-2016). Task: Predict the reactants needed to synthesize the given product. (1) The reactants are: [CH2:1]([NH:5][C:6]1[S:10][CH:9]=[N:8][C:7]=1[C:11](O)=O)[CH:2]([CH3:4])[CH3:3].C(N(C(C)C)CC)(C)C.[CH3:23][C:24]1[CH:25]=[C:26]([NH2:31])[C:27]([NH2:30])=[CH:28][CH:29]=1.CN(C(ON1N=NC2C=CC=CC1=2)=[N+](C)C)C.[B-](F)(F)(F)F. Given the product [CH2:1]([NH:5][C:6]1[S:10][CH:9]=[N:8][C:7]=1[C:11]1[NH:30][C:27]2[CH:28]=[CH:29][C:24]([CH3:23])=[CH:25][C:26]=2[N:31]=1)[CH:2]([CH3:4])[CH3:3], predict the reactants needed to synthesize it. (2) Given the product [C:1]1([C:7]2[N:8]=[C:9]([C:19]3[CH:20]=[CH:21][CH:22]=[CH:23][CH:24]=3)[N:10]=[CH:11][N:12]=2)[CH:6]=[CH:5][CH:4]=[CH:3][CH:2]=1, predict the reactants needed to synthesize it. The reactants are: [C:1]1([C:7]2[N:12]=[C:11](C3C=CC=CC=3)[N:10]=[C:9]([C:19]3[CH:24]=[C:23](C4C5C(C6C=CC=CC=6C=4)=CC=CC=5)[CH:22]=[C:21](B4OC(C)(C)C(C)(C)O4)[CH:20]=3)[N:8]=2)[CH:6]=[CH:5][CH:4]=[CH:3][CH:2]=1.ClC1N=C(C)C=C(C)N=1.P([O-])([O-])([O-])=O.[K+].[K+].[K+].